This data is from Experimentally validated miRNA-target interactions with 360,000+ pairs, plus equal number of negative samples. The task is: Binary Classification. Given a miRNA mature sequence and a target amino acid sequence, predict their likelihood of interaction. (1) The miRNA is hsa-miR-6084 with sequence UUCCGCCAGUCGGUGGCCGG. The protein sequence of the target gene is MAAGRLPSARAVLAPLFLGLALLSVGPAPARALHNVTAELFGAEAWGTLAAFGDLNSDKQTDLFVLRERNDLIVFLADQSAPYFKPKVKVSLKTLSALVTSVVPGDYDGDSQMDVLLTYFPQNHTNSELGAVIFWGQNQTLDPKNMTILNRTFHDQPLIMDFNGDLIPDVFGITNESSQPQILLGGDLSWHPALTTKSKMRDPHSHAFIDLTEDFTADLFLTTLTASNAFQFEIWENLGGNFSIHSVFEKPKNLVVVGQSAFADFDGDGHMDHLLPGCEDKDCQKSAIYLMRSGTGQWVP.... Result: 0 (no interaction). (2) The miRNA is hsa-miR-2114-5p with sequence UAGUCCCUUCCUUGAAGCGGUC. The protein sequence of the target gene is MATLRRLREAPRHLLVCEKSNFGNHKSRHRHLVQTHYYNYRVSFLIPECGILSEELKNLVMNTGPYYFVKNLPLHELITPEFISTFIKKGSCYALTYNTHIDEDNTVALLPNGKLILSLDKDTYEETGLQGHPSQFSGRKIMKFIVSIDLMELSLNLDSKKYERISWSFKEKKPLKFDFLLAWHKTGSEESTMMSYFSKYQIQEHQPKVALSTLRDLQCPVLQSSELEGTPEVSCRALELFDWLGAVFSNVDLNNEPNNFISTYCCPEPSTVVAKAYLCTITGFILPEKICLLLEHLCHY.... Result: 0 (no interaction). (3) The miRNA is hsa-miR-3115 with sequence AUAUGGGUUUACUAGUUGGU. The protein sequence of the target gene is MVKLFIGNLPREATEQEIRSLFEQYGKVLECDIIKNYGFVHIEDKTAAEDAIRNLHHYKLHGVNINVEASKNKSKASTKLHVGNISPTCTNQELRAKFEEYGPVIECDIVKDYAFVHMERAEDAVEAIRGLDNTEFQGKRMHVQLSTSRLRTAPGMGDQSGCYRCGKEGHWSKECPVDRTGRVADFTEQYNEQYGAVRTPYTMGYGESMYYNDAYGALDYYKRYRVRSYEAVAAAAAASAYNYAEQTMSHLPQVQSSAVPSHLNSTSVDPYDRHLLQNSGSAATSAAMAAAASSSYYGRD.... Result: 0 (no interaction). (4) The miRNA is hsa-miR-181c-5p with sequence AACAUUCAACCUGUCGGUGAGU. The protein sequence of the target gene is MMQKLLKCSRLVLALALILVLESSVQGYPTRRARYQWVRCNPDSNSANCLEEKGPMFELLPGESNKIPRLRTDLFPKTRIQDLNRIFPLSEDYSGSGFGSGSGSGSGSGSGFLTEMEQDYQLVDESDAFHDNLRSLDRNLPSDSQDLGQHGLEEDFML. Result: 1 (interaction).